This data is from Reaction yield outcomes from USPTO patents with 853,638 reactions. The task is: Predict the reaction yield, written as a fraction of the theoretical maximum amount of product (1.0 means a 100% yield; for example, 0.34 means a 34% yield). The product is [CH3:1][O:2][C:3]1[CH:11]=[C:10]2[C:6]([C:7]([CH:12]([CH2:17][CH3:18])[C:13]([OH:15])=[O:14])=[CH:8][CH2:9]2)=[CH:5][CH:4]=1. The reactants are [CH3:1][O:2][C:3]1[CH:11]=[C:10]2[C:6]([C:7]([CH:12]([CH2:17][CH3:18])[C:13]([O:15]C)=[O:14])=[CH:8][CH2:9]2)=[CH:5][CH:4]=1.[OH-].[K+]. The catalyst is CO.O. The yield is 0.950.